This data is from Peptide-MHC class II binding affinity with 134,281 pairs from IEDB. The task is: Regression. Given a peptide amino acid sequence and an MHC pseudo amino acid sequence, predict their binding affinity value. This is MHC class II binding data. (1) The peptide sequence is AFILDGDWLFPKV. The MHC is DRB1_0401 with pseudo-sequence DRB1_0401. The binding affinity (normalized) is 0.495. (2) The peptide sequence is GSEVLIQRMAVELFQ. The MHC is DRB1_0101 with pseudo-sequence DRB1_0101. The binding affinity (normalized) is 0.862. (3) The peptide sequence is STWLLKPGAGIMIFD. The MHC is HLA-DPA10301-DPB10402 with pseudo-sequence HLA-DPA10301-DPB10402. The binding affinity (normalized) is 0.319. (4) The peptide sequence is KRWIKMSILNTAGSG. The MHC is DRB1_0901 with pseudo-sequence DRB1_0901. The binding affinity (normalized) is 0.711.